From a dataset of Reaction yield outcomes from USPTO patents with 853,638 reactions. Predict the reaction yield, written as a fraction of the theoretical maximum amount of product (1.0 means a 100% yield; for example, 0.34 means a 34% yield). The yield is 0.250. The product is [Cl:1][C:2]1[CH:3]=[C:4]2[C:8](=[CH:9][CH:10]=1)[NH:7][CH:6]=[C:5]2[CH2:11][CH2:12][NH:13][C:14](=[O:23])[C:15]1[CH:20]=[CH:19][CH:18]=[C:17]([CH2:21][C:27]2[CH:28]=[CH:29][CH:30]=[CH:31][C:26]=2[C:24]#[N:25])[CH:16]=1. The reactants are [Cl:1][C:2]1[CH:3]=[C:4]2[C:8](=[CH:9][CH:10]=1)[NH:7][CH:6]=[C:5]2[CH2:11][CH2:12][NH:13][C:14](=[O:23])[C:15]1[CH:20]=[CH:19][CH:18]=[C:17]([CH2:21]Cl)[CH:16]=1.[C:24]([C:26]1[CH:31]=[CH:30][CH:29]=[CH:28][C:27]=1B(O)O)#[N:25].C(=O)([O-])[O-].[Na+].[Na+].[I-].[Na+]. The catalyst is C(COC)OC.O.C1C=CC([P]([Pd]([P](C2C=CC=CC=2)(C2C=CC=CC=2)C2C=CC=CC=2)([P](C2C=CC=CC=2)(C2C=CC=CC=2)C2C=CC=CC=2)[P](C2C=CC=CC=2)(C2C=CC=CC=2)C2C=CC=CC=2)(C2C=CC=CC=2)C2C=CC=CC=2)=CC=1.